Task: Predict the product of the given reaction.. Dataset: Forward reaction prediction with 1.9M reactions from USPTO patents (1976-2016) (1) Given the reactants I[C:2]1[CH:7]=[CH:6][C:5]([CH2:8][C:9]([NH:11][C:12]2[CH:17]=[CH:16][C:15]([C:18]3[CH:23]=[CH:22][CH:21]=[CH:20][CH:19]=3)=[CH:14][N:13]=2)=[O:10])=[CH:4][CH:3]=1.[NH:24]1[CH:28]=[CH:27][N:26]=[CH:25]1.P([O-])([O-])([O-])=O.[K+].[K+].[K+].N1CCC[C@H]1C(O)=O, predict the reaction product. The product is: [N:24]1([C:2]2[CH:7]=[CH:6][C:5]([CH2:8][C:9]([NH:11][C:12]3[CH:17]=[CH:16][C:15]([C:18]4[CH:23]=[CH:22][CH:21]=[CH:20][CH:19]=4)=[CH:14][N:13]=3)=[O:10])=[CH:4][CH:3]=2)[CH:28]=[CH:27][N:26]=[CH:25]1. (2) Given the reactants [CH2:1]([C@@H:8]1[CH2:12][O:11][C:10](=[O:13])[N:9]1[C:14](=[O:19])[CH2:15][CH2:16][CH:17]=[CH2:18])[C:2]1[CH:7]=[CH:6][CH:5]=[CH:4][CH:3]=1.C[Si]([N-][Si](C)(C)C)(C)C.[Na+].Br[CH2:31][C:32]([O:34][C:35]([CH3:38])([CH3:37])[CH3:36])=[O:33], predict the reaction product. The product is: [CH2:1]([C@@H:8]1[CH2:12][O:11][C:10](=[O:13])[N:9]1[C:14]([C@@H:15]([CH2:16][CH:17]=[CH2:18])[CH2:31][C:32]([O:34][C:35]([CH3:38])([CH3:37])[CH3:36])=[O:33])=[O:19])[C:2]1[CH:3]=[CH:4][CH:5]=[CH:6][CH:7]=1. (3) Given the reactants Cl[CH2:2][C@H:3]([OH:6])[CH2:4][OH:5].[N:7]1([C@H:13]2[CH2:16][C@H:15]([O:17][C:18]3[CH:23]=[CH:22][C:21]([C:24]4[S:25][C:26]5[CH2:27][NH:28][CH2:29][CH2:30][C:31]=5[N:32]=4)=[CH:20][CH:19]=3)[CH2:14]2)[CH2:12][CH2:11][CH2:10][CH2:9][CH2:8]1.C(=O)([O-])[O-].[K+].[K+].[I-].[Na+], predict the reaction product. The product is: [N:7]1([C@H:13]2[CH2:14][C@H:15]([O:17][C:18]3[CH:19]=[CH:20][C:21]([C:24]4[S:25][C:26]5[CH2:27][N:28]([CH2:2][C@H:3]([OH:6])[CH2:4][OH:5])[CH2:29][CH2:30][C:31]=5[N:32]=4)=[CH:22][CH:23]=3)[CH2:16]2)[CH2:12][CH2:11][CH2:10][CH2:9][CH2:8]1. (4) Given the reactants [N:1]1[N:2]([C:10]2[CH:15]=[C:14]([CH3:16])[CH:13]=[C:12]([CH2:17]Cl)[C:11]=2[OH:19])[N:3]=[C:4]2[CH:9]=[CH:8][CH:7]=[CH:6][C:5]=12.[C:20](=[O:23])([O-])[O-:21].[Na+].[Na+], predict the reaction product. The product is: [N:1]1[N:2]([C:10]2[C:11]([OH:19])=[C:12]([CH:13]=[C:14]([CH3:16])[CH:15]=2)[CH2:17][O:21][C:20](=[O:23])[CH2:11][CH:12]([CH3:17])[CH3:13])[N:3]=[C:4]2[CH:9]=[CH:8][CH:7]=[CH:6][C:5]=12. (5) Given the reactants BrC1C=CC(Cl)=C(C2C(=O)NC3(CCC(C(F)(F)F)CC3)C=2O)C=1.[Br:25][C:26]1[CH:27]=[CH:28][C:29]([CH3:46])=[C:30]([CH2:32][C:33]([NH:35][C:36]2([C:42]([O:44]C)=O)[CH2:41][CH2:40][CH2:39][CH2:38][CH2:37]2)=[O:34])[CH:31]=1, predict the reaction product. The product is: [Br:25][C:26]1[CH:27]=[CH:28][C:29]([CH3:46])=[C:30]([C:32]2[C:33](=[O:34])[NH:35][C:36]3([CH2:37][CH2:38][CH2:39][CH2:40][CH2:41]3)[C:42]=2[OH:44])[CH:31]=1.